Dataset: Forward reaction prediction with 1.9M reactions from USPTO patents (1976-2016). Task: Predict the product of the given reaction. (1) Given the reactants [OH:1][CH:2]([C:24]1[CH:29]=[CH:28][CH:27]=[CH:26][CH:25]=1)[CH2:3][CH2:4][CH2:5][N:6]1[CH2:11][CH2:10][CH:9]([C:12]2[CH:13]=[C:14]([NH:18][C:19](=[O:23])[CH:20]([CH3:22])[CH3:21])[CH:15]=[CH:16][CH:17]=2)[CH2:8][CH2:7]1.[Cl:30][C:31]1[CH:36]=[CH:35][CH:34]=[C:33]([F:37])[C:32]=1[C:38]1[C:42]([C:43](Cl)=[O:44])=[C:41]([CH3:46])[O:40][N:39]=1, predict the reaction product. The product is: [Cl:30][C:31]1[CH:36]=[CH:35][CH:34]=[C:33]([F:37])[C:32]=1[C:38]1[C:42]([C:43]([O:1][CH:2]([C:24]2[CH:29]=[CH:28][CH:27]=[CH:26][CH:25]=2)[CH2:3][CH2:4][CH2:5][N:6]2[CH2:7][CH2:8][CH:9]([C:12]3[CH:17]=[CH:16][CH:15]=[C:14]([NH:18][C:19](=[O:23])[CH:20]([CH3:22])[CH3:21])[CH:13]=3)[CH2:10][CH2:11]2)=[O:44])=[C:41]([CH3:46])[O:40][N:39]=1. (2) Given the reactants [N:1]([CH2:4][CH2:5][O:6][C:7]1[CH:8]=[C:9]2[C:14](=[CH:15][CH:16]=1)[O:13][CH:12]([C:17]1[CH:22]=[CH:21][CH:20]=[CH:19][CH:18]=1)[CH2:11][CH2:10]2)=[N+:2]=[N-:3].[OH:23]C1C=C2C(=CC=1)OC(C1C=CC=CC=1)CC2=O, predict the reaction product. The product is: [N:1]([CH2:4][CH2:5][O:6][C:7]1[CH:8]=[C:9]2[C:14](=[CH:15][CH:16]=1)[O:13][CH:12]([C:17]1[CH:22]=[CH:21][CH:20]=[CH:19][CH:18]=1)[CH2:11][C:10]2=[O:23])=[N+:2]=[N-:3]. (3) Given the reactants C([C@H]1COC(=O)N1[C:14](=[O:32])[C@@H:15]([O:24][C:25]1[CH:30]=[CH:29][C:28]([CH3:31])=[CH:27][CH:26]=1)[CH2:16][C:17]1[CH:22]=[CH:21][C:20]([OH:23])=[CH:19][CH:18]=1)C1C=CC=CC=1.[OH-].[Li+].OO.S(S([O-])=O)([O-])=[O:38].[Na+].[Na+], predict the reaction product. The product is: [OH:23][C:20]1[CH:19]=[CH:18][C:17]([CH2:16][C@H:15]([O:24][C:25]2[CH:26]=[CH:27][C:28]([CH3:31])=[CH:29][CH:30]=2)[C:14]([OH:32])=[O:38])=[CH:22][CH:21]=1. (4) Given the reactants F[C:2]1[CH:7]=[C:6]([C:8]2[N:13]=[CH:12][N:11]=[C:10]([NH:14][CH:15]3[CH2:20][CH2:19][O:18][CH2:17][CH2:16]3)[CH:9]=2)[CH:5]=[CH:4][N:3]=1.[OH-:21].[Na+], predict the reaction product. The product is: [O:18]1[CH2:19][CH2:20][CH:15]([NH:14][C:10]2[N:11]=[CH:12][N:13]=[C:8]([C:6]3[CH:5]=[CH:4][NH:3][C:2](=[O:21])[CH:7]=3)[CH:9]=2)[CH2:16][CH2:17]1. (5) Given the reactants [Br:1][C:2]1[CH:7]=[C:6]([C:8]([O:10][CH3:11])=[O:9])[N:5]=[C:4]([C:12]([O:14]C)=[O:13])[CH:3]=1.[OH-].[K+].CO.ClCCl, predict the reaction product. The product is: [Br:1][C:2]1[CH:3]=[C:4]([C:12]([OH:14])=[O:13])[N:5]=[C:6]([C:8]([O:10][CH3:11])=[O:9])[CH:7]=1. (6) Given the reactants [OH:1][C:2]1[CH:3]=[CH:4][C:5]([O:21][CH3:22])=[C:6]([CH:8]([C:15]2[S:16][C:17]([CH3:20])=[CH:18][N:19]=2)[CH2:9][C:10]([O:12][CH2:13][CH3:14])=[O:11])[CH:7]=1.CCN(C(C)C)C(C)C.[F:32][C:33]([F:46])([F:45])[S:34](O[S:34]([C:33]([F:46])([F:45])[F:32])(=[O:36])=[O:35])(=[O:36])=[O:35].O, predict the reaction product. The product is: [CH3:22][O:21][C:5]1[CH:4]=[CH:3][C:2]([O:1][S:34]([C:33]([F:46])([F:45])[F:32])(=[O:36])=[O:35])=[CH:7][C:6]=1[CH:8]([C:15]1[S:16][C:17]([CH3:20])=[CH:18][N:19]=1)[CH2:9][C:10]([O:12][CH2:13][CH3:14])=[O:11].